This data is from Catalyst prediction with 721,799 reactions and 888 catalyst types from USPTO. The task is: Predict which catalyst facilitates the given reaction. (1) Reactant: [F:1][C:2]1[CH:7]=[CH:6][C:5]([C:8]2[O:9][C:10]3[CH:20]=[C:19]([N:21]([CH3:26])[S:22]([CH3:25])(=[O:24])=[O:23])[C:18]([C@H:27]4[CH2:32][CH2:31][CH2:30][NH:29][CH2:28]4)=[CH:17][C:11]=3[C:12]=2[C:13]([NH:15][CH3:16])=[O:14])=[CH:4][CH:3]=1.[F:33][C:34]1[CH:35]=[CH:36][CH:37]=[C:38]2[C:42]=1[NH:41][C:40]([C:43](O)=[O:44])=[C:39]2[CH3:46].C(N(CC)C(C)C)(C)C.CN(C)CCCN=C=NCC. Product: [F:33][C:34]1[CH:35]=[CH:36][CH:37]=[C:38]2[C:42]=1[NH:41][C:40]([C:43]([N:29]1[CH2:30][CH2:31][CH2:32][C@H:27]([C:18]3[C:19]([N:21]([CH3:26])[S:22]([CH3:25])(=[O:24])=[O:23])=[CH:20][C:10]4[O:9][C:8]([C:5]5[CH:6]=[CH:7][C:2]([F:1])=[CH:3][CH:4]=5)=[C:12]([C:13]([NH:15][CH3:16])=[O:14])[C:11]=4[CH:17]=3)[CH2:28]1)=[O:44])=[C:39]2[CH3:46]. The catalyst class is: 79. (2) Reactant: [N+:1]([C:4]1[CH:9]=[CH:8][C:7]([C:10]2([C:22]#[N:23])[CH2:15][CH2:14][N:13](C(=O)C(F)(F)F)[CH2:12][CH2:11]2)=[CH:6][CH:5]=1)([O-:3])=[O:2].C(=O)([O-])[O-].[Na+].[Na+].O. Product: [N+:1]([C:4]1[CH:9]=[CH:8][C:7]([C:10]2([C:22]#[N:23])[CH2:15][CH2:14][NH:13][CH2:12][CH2:11]2)=[CH:6][CH:5]=1)([O-:3])=[O:2]. The catalyst class is: 5. (3) Reactant: [Cl:1]Cl.[OH:3][C:4]1[CH:5]=[C:6]([CH:10]=[CH:11][CH:12]=1)[C:7]([OH:9])=[O:8]. Product: [Cl:1][C:5]1[C:4]([OH:3])=[CH:12][CH:11]=[CH:10][C:6]=1[C:7]([OH:9])=[O:8]. The catalyst class is: 5. (4) Reactant: [CH:1]1([NH2:7])[CH2:6][CH2:5][CH2:4][CH2:3][CH2:2]1.C(N(CC)CC)C.[N:15]1[O:16][N:17]=[C:18]2[CH:23]=[C:22]([C:24](Cl)=[O:25])[CH:21]=[CH:20][C:19]=12. Product: [CH:1]1([NH:7][C:24]([C:22]2[CH:21]=[CH:20][C:19]3=[N:15][O:16][N:17]=[C:18]3[CH:23]=2)=[O:25])[CH2:6][CH2:5][CH2:4][CH2:3][CH2:2]1. The catalyst class is: 4. (5) Reactant: [Cl:1][C:2]1[CH:7]=[C:6]([Cl:8])[CH:5]=[CH:4][C:3]=1[C:9]1[N:10]([NH2:15])[CH:11]=[CH:12][C:13]=1[CH3:14].CCO/[C:19](/[CH3:26])=[CH:20]/[C:21](OCC)=[O:22].C1(C)C=CC(S(O)(=O)=O)=CC=1. Product: [Cl:1][C:2]1[CH:7]=[C:6]([Cl:8])[CH:5]=[CH:4][C:3]=1[C:9]1[N:10]2[N:15]=[C:19]([CH3:26])[CH:20]=[C:21]([OH:22])[C:11]2=[CH:12][C:13]=1[CH3:14]. The catalyst class is: 22. (6) Reactant: [F:1][C:2]1[CH:7]=[C:6]([S:8][CH3:9])[CH:5]=[CH:4][C:3]=1[NH2:10].C(N(CC)CC)C.C[CH:19]([C:23](Cl)=[O:24])[C:20](Cl)=[O:21].CN([CH:29]=[O:30])C. Product: [CH3:29][O:30][C:23](=[O:24])[CH2:19][C:20]([NH:10][C:3]1[CH:4]=[CH:5][C:6]([S:8][CH3:9])=[CH:7][C:2]=1[F:1])=[O:21]. The catalyst class is: 142. (7) Reactant: [NH2:1][C@@H:2]1[CH2:7][CH2:6][C@H:5]([NH:8][C:9](=[O:18])[C:10]2[CH:15]=[CH:14][C:13]([F:16])=[C:12]([Cl:17])[CH:11]=2)[CH2:4][CH2:3]1.Cl[C:20]1[CH:25]=[CH:24][CH:23]=[CH:22][N:21]=1.C(O)CCC.C([O-])(O)=O.[Na+]. Product: [ClH:17].[Cl:17][C:12]1[CH:11]=[C:10]([CH:15]=[CH:14][C:13]=1[F:16])[C:9]([NH:8][C@H:5]1[CH2:4][CH2:3][C@@H:2]([NH:1][C:20]2[CH:25]=[CH:24][CH:23]=[CH:22][N:21]=2)[CH2:7][CH2:6]1)=[O:18]. The catalyst class is: 22. (8) Reactant: [CH2:1]([N:8]1[CH:13]([C:14]2[CH:19]=[CH:18][CH:17]=[CH:16][CH:15]=2)[CH2:12][C:11]([CH3:21])([CH3:20])[N:10]2[N:22]=[CH:23][C:24]([C:25](=[O:34])[CH2:26][C:27]3[CH:32]=[CH:31][C:30]([CH3:33])=[CH:29][CH:28]=3)=[C:9]12)[C:2]1[CH:7]=[CH:6][CH:5]=[CH:4][CH:3]=1.I[CH3:36].[H-].[Na+]. Product: [CH2:1]([N:8]1[CH:13]([C:14]2[CH:19]=[CH:18][CH:17]=[CH:16][CH:15]=2)[CH2:12][C:11]([CH3:21])([CH3:20])[N:10]2[N:22]=[CH:23][C:24]([C:25](=[O:34])[CH:26]([C:27]3[CH:32]=[CH:31][C:30]([CH3:33])=[CH:29][CH:28]=3)[CH3:36])=[C:9]12)[C:2]1[CH:7]=[CH:6][CH:5]=[CH:4][CH:3]=1. The catalyst class is: 1. (9) Reactant: [CH2:1]([O:8][C:9]1[CH:14]=[CH:13][CH:12]=[CH:11][C:10]=1[CH2:15][C:16]([OH:18])=[O:17])[C:2]1[CH:7]=[CH:6][CH:5]=[CH:4][CH:3]=1.[Br:19]N1C(=O)CCC1=O.ClCCl. Product: [CH2:1]([O:8][C:9]1[CH:14]=[CH:13][C:12]([Br:19])=[CH:11][C:10]=1[CH2:15][C:16]([OH:18])=[O:17])[C:2]1[CH:3]=[CH:4][CH:5]=[CH:6][CH:7]=1. The catalyst class is: 13. (10) Reactant: [CH2:1]([O:3][C:4]([CH:6]1[CH2:9][C:8]([C:11]2[CH:16]=[CH:15][C:14]([CH:17](OCC)OCC)=[CH:13][CH:12]=2)([OH:10])[CH2:7]1)=[O:5])[CH3:2].[OH2:24].C([O-])(=O)C.[Na+].Cl.[NH2:31]O. Product: [CH2:1]([O:3][C:4]([CH:6]1[CH2:9][C:8]([OH:10])([C:11]2[CH:16]=[CH:15][C:14]([CH:17]=[N:31][OH:24])=[CH:13][CH:12]=2)[CH2:7]1)=[O:5])[CH3:2]. The catalyst class is: 14.